Dataset: Experimentally validated miRNA-target interactions with 360,000+ pairs, plus equal number of negative samples. Task: Binary Classification. Given a miRNA mature sequence and a target amino acid sequence, predict their likelihood of interaction. (1) The miRNA is hsa-miR-2053 with sequence GUGUUAAUUAAACCUCUAUUUAC. The protein sequence of the target gene is MAAAAAAAAAAGDSDSWDADTFSMEDPVRKVAGGGTAGGDRWEGEDEDEDVKDNWDDDDDENKEEAEVKPEVKISEKKKIAEKIKEKERQQKKRQEEIKKRLEEPEESKVLTPEEQLADKLRLKKLQEESDLELAKETFGVNNTVYGIDAMNPSSRDDFTEFGKLLKDKITQYEKSLYYASFLEALVRDVCISLEIDDLKKITNSLTVLCSEKQKQEKQSKAKKKKKGVVPGGGLKATMKDDLADYGGYEGGYVQDYEDFM. Result: 0 (no interaction). (2) The miRNA is hsa-miR-3130-3p with sequence GCUGCACCGGAGACUGGGUAA. The protein sequence of the target gene is MIRNGRGAAGGAEQPGPGGRRAVRVWCDGCYDMVHYGHSNQLRQARAMGDYLIVGVHTDEEIAKHKGPPVFTQEERYKMVQAIKWVDEVVPAAPYVTTLETLDKYNCDFCVHGNDITLTVDGRDTYEEVKQAGRYRECKRTQGVSTTDLVGRMLLVTKAHHSSQEMSSEYREYADSFGKCPGGRNPWTGVSQFLQTSQKIIQFASGKEPQPGETVIYVAGAFDLFHIGHVDFLEKVHRLAERPYIIAGLHFDQEVNHYKGKNYPIMNLHERTLSVLACRYVSEVVIGAPYAVTAELLSHF.... Result: 1 (interaction). (3) The miRNA is hsa-miR-6500-3p with sequence ACACUUGUUGGGAUGACCUGC. The protein sequence of the target gene is MADGSLTGGGLEAAAMAPERMGWAVEQELASLEKGLFQDEDSCSDCSYRDKPGSSLQSFMPEGKTFFPEIFQTNQLLFYERFRAYQDYILADCKASEVQEFTAEFLEKVLEPSGWRAVWHTNVFKVLVEITDVDFAALKAVVRLAEPYLCDSQVSTFTMECMKELLDLKEHRLPLQELWVVFDDSGVFDQTALAIEHVRFFYQNIWRSWDEEEEDEYDYFVRCVEPRLRLHYDILEDRVPSGLIVDYHNLLSQCEESYRKFLNLRSSLSNCNSDSEQENISMVEGLKLYSEMEQLKQKLK.... Result: 1 (interaction). (4) The miRNA is hsa-miR-7515 with sequence AGAAGGGAAGAUGGUGAC. The protein sequence of the target gene is MGARLGRRARADAPAAPSAGPAPYERRVRWLREIQSTLRERRPERARQLLRLLRQDLGLEGNLLTDILHRNVTFLNLVDPISHDLLVNLARDLQCPKKDHELWKSSDKICRQLIYHLTPHSKRKHHRKTQSSLKSSLQKTLLVGETVDLSGIPLSARDVQHISRYLDTRGVELVVLDLSFTELSDELLHLLLPSLWALPRLTQLLLNGNRLTRAAARELTEAIKDTAKFPVLAWVDLGNNVDVSSLPQPLLVGLRRRLSQHTSLPTIYEGLDLEPGGGMAETTAAVSTWGSAATEAGPEP.... Result: 0 (no interaction).